This data is from Forward reaction prediction with 1.9M reactions from USPTO patents (1976-2016). The task is: Predict the product of the given reaction. (1) Given the reactants Cl[C:2]1[C:11]2[C:6](=[CH:7][C:8]([C:12]([O:14][CH3:15])=[O:13])=[CH:9][CH:10]=2)[N:5]=[CH:4][N:3]=1.[NH:16]1[CH2:21][CH2:20][S:19][CH2:18][CH2:17]1, predict the reaction product. The product is: [S:19]1[CH2:20][CH2:21][N:16]([C:2]2[C:11]3[C:6](=[CH:7][C:8]([C:12]([O:14][CH3:15])=[O:13])=[CH:9][CH:10]=3)[N:5]=[CH:4][N:3]=2)[CH2:17][CH2:18]1. (2) Given the reactants [CH3:1][C:2]1[CH:10]=[CH:9][CH:8]=[CH:7][C:3]=1[C:4]([OH:6])=O.F[P-](F)(F)(F)(F)F.N1(OC(N(C)C)=[N+](C)C)C2N=CC=CC=2N=N1.C(N(CC)C(C)C)(C)C.[CH2:44]([NH:46][CH2:47][C:48]([CH2:54][NH:55][C:56]1[CH:64]=[C:63]([CH3:65])[CH:62]=[C:61]2[C:57]=1[CH:58]=[N:59][N:60]2[C:66]1[CH:71]=[CH:70][CH:69]=[CH:68][CH:67]=1)([OH:53])[C:49]([F:52])([F:51])[F:50])[CH3:45], predict the reaction product. The product is: [CH2:44]([N:46]([CH2:47][C:48]([OH:53])([CH2:54][NH:55][C:56]1[CH:64]=[C:63]([CH3:65])[CH:62]=[C:61]2[C:57]=1[CH:58]=[N:59][N:60]2[C:66]1[CH:71]=[CH:70][CH:69]=[CH:68][CH:67]=1)[C:49]([F:52])([F:51])[F:50])[C:4](=[O:6])[C:3]1[CH:7]=[CH:8][CH:9]=[CH:10][C:2]=1[CH3:1])[CH3:45]. (3) Given the reactants [OH:1][C:2]1[CH:9]=[CH:8][C:5]([C:6]#[N:7])=[CH:4][C:3]=1I.S1(C2[C:17](=[CH:18]C=CC=2)[C:15](=O)N1)(=O)=O.C([Mg]Br)#CC.CO, predict the reaction product. The product is: [OH:1][C:2]1[CH:9]=[CH:8][C:5]([C:6]#[N:7])=[CH:4][C:3]=1[C:15]#[C:17][CH3:18].